Dataset: Full USPTO retrosynthesis dataset with 1.9M reactions from patents (1976-2016). Task: Predict the reactants needed to synthesize the given product. (1) Given the product [CH2:39]([O:38][C:36]([C:35]1[CH:41]=[CH:42][C:43]([C:9]2[CH:14]=[CH:13][C:12]([C:15]3[N:16]=[C:17]([C@@H:20]4[CH2:24][CH2:23][CH2:22][N:21]4[C:25]([O:27][C:28]([CH3:31])([CH3:29])[CH3:30])=[O:26])[NH:18][CH:19]=3)=[CH:11][CH:10]=2)=[CH:44][CH:34]=1)=[O:37])[CH3:40], predict the reactants needed to synthesize it. The reactants are: CC1(C)C(C)(C)OB([C:9]2[CH:14]=[CH:13][C:12]([C:15]3[N:16]=[C:17]([C@@H:20]4[CH2:24][CH2:23][CH2:22][N:21]4[C:25]([O:27][C:28]([CH3:31])([CH3:30])[CH3:29])=[O:26])[NH:18][CH:19]=3)=[CH:11][CH:10]=2)O1.Br[C:34]1[CH:44]=[CH:43][CH:42]=[CH:41][C:35]=1[C:36]([O:38][CH2:39][CH3:40])=[O:37]. (2) Given the product [CH2:1]([O:3][C:4]1[CH:9]=[CH:8][C:7]([C:24]2[N:28]3[C@@H:29]([CH2:34][C:35]4[N:36]=[CH:37][NH:38][CH:39]=4)[CH2:30][NH:31][C:32](=[O:33])[C:27]3=[CH:26][C:25]=2[C:46]2[CH:51]=[CH:50][CH:49]=[C:48]([O:52][C:53]([F:54])([F:56])[F:55])[CH:47]=2)=[CH:6][C:5]=1[F:13])[CH3:2], predict the reactants needed to synthesize it. The reactants are: [CH2:1]([O:3][C:4]1[CH:9]=[CH:8][C:7](B(O)O)=[CH:6][C:5]=1[F:13])[CH3:2].C(=O)([O-])[O-].[Cs+].[Cs+].ClCCl.I[C:24]1[N:28]2[C@@H:29]([CH2:34][C:35]3[N:36]=[CH:37][N:38](S(N(C)C)(=O)=O)[CH:39]=3)[CH2:30][NH:31][C:32](=[O:33])[C:27]2=[CH:26][C:25]=1[C:46]1[CH:51]=[CH:50][CH:49]=[C:48]([O:52][C:53]([F:56])([F:55])[F:54])[CH:47]=1.